From a dataset of Peptide-MHC class I binding affinity with 185,985 pairs from IEDB/IMGT. Regression. Given a peptide amino acid sequence and an MHC pseudo amino acid sequence, predict their binding affinity value. This is MHC class I binding data. The peptide sequence is MYASALVLL. The MHC is HLA-A01:01 with pseudo-sequence HLA-A01:01. The binding affinity (normalized) is 0.